From a dataset of Catalyst prediction with 721,799 reactions and 888 catalyst types from USPTO. Predict which catalyst facilitates the given reaction. (1) Reactant: Cl[C:2]1[CH:7]=[CH:6][C:5]([Cl:8])=[CH:4][C:3]=1[N+:9]([O-:11])=[O:10].[CH3:12][N:13]([CH3:19])[CH2:14][CH2:15][CH2:16][NH:17][CH3:18]. Product: [Cl:8][C:5]1[CH:6]=[CH:7][C:2]([N:17]([CH2:16][CH2:15][CH2:14][N:13]([CH3:19])[CH3:12])[CH3:18])=[C:3]([N+:9]([O-:11])=[O:10])[CH:4]=1. The catalyst class is: 33. (2) Product: [C:42]([NH:44][C:45]([N:50]1[CH2:55][CH2:54][CH2:53][C@H:52]([CH2:56][N:57]2[C:61]3[CH:62]=[CH:63][CH:64]=[CH:65][C:60]=3[N:59]=[C:58]2[CH2:66][N:67]([CH3:78])[C@@H:68]2[C:77]3[N:76]=[CH:75][CH:74]=[CH:73][C:72]=3[CH2:71][CH2:70][CH2:69]2)[CH2:51]1)=[NH:46])#[N:43]. Reactant: C(N=C(N1CCC[C@H](CN2C3C=CC=CC=3N=C2CN(C)[C@@H]2C3N=CC=CC=3CCC2)C1)OC1C=CC=CC=1)#N.N.[C:42]([NH:44][C:45]([N:50]1[CH2:55][CH2:54][CH2:53][C@H:52]([CH2:56][N:57]2[C:61]3[CH:62]=[CH:63][CH:64]=[CH:65][C:60]=3[N:59]=[C:58]2[CH2:66][N:67]([CH3:78])[C@@H:68]2[C:77]3[N:76]=[CH:75][CH:74]=[CH:73][C:72]=3[CH2:71][CH2:70][CH2:69]2)[CH2:51]1)=[N:46]CCC)#[N:43]. The catalyst class is: 32.